From a dataset of Reaction yield outcomes from USPTO patents with 853,638 reactions. Predict the reaction yield, written as a fraction of the theoretical maximum amount of product (1.0 means a 100% yield; for example, 0.34 means a 34% yield). (1) The reactants are [OH:1][C@H:2]1[CH2:24][CH2:23][C@@:22]2([CH3:25])[C:4](=[CH:5][CH2:6][C@@H:7]3[C@@H:21]2[CH2:20][C@@H:19]([OH:26])[C@@:18]2([CH3:27])[C@@:8]43[O:28][CH:9]4[CH2:10][C@@H:11]2[C:12]2([O:17][CH2:16][CH2:15][O:14]2)[CH3:13])[CH2:3]1.[H-].[Al+3].[Li+].[H-].[H-].[H-].O.[OH-].[Na+]. The catalyst is O1CCCC1. The product is [OH:1][C@H:2]1[CH2:24][CH2:23][C@@:22]2([CH3:25])[C:4](=[CH:5][CH2:6][C@@H:7]3[C@@H:21]2[CH2:20][C@@H:19]([OH:26])[C@@:18]2([CH3:27])[C@:8]3([OH:28])[CH2:9][CH2:10][C@@H:11]2[C:12]2([O:17][CH2:16][CH2:15][O:14]2)[CH3:13])[CH2:3]1. The yield is 0.830. (2) The reactants are FC(F)(F)C(O)=O.[Cl:8][C:9]1[N:10]=[C:11]2[C:16]([NH:17]C(=O)OC(C)(C)C)=[N:15][C@@:14]([C:26]3[CH:31]=[C:30]([NH:32][C:33]([C:35]4[CH:40]=[CH:39][C:38]([F:41])=[CH:37][N:36]=4)=[O:34])[CH:29]=[CH:28][C:27]=3[F:42])([CH3:25])[CH2:13][N:12]2[C:43]=1[Cl:44]. The catalyst is C(Cl)Cl. The product is [NH2:17][C:16]1[C:11]2[N:12]([C:43]([Cl:44])=[C:9]([Cl:8])[N:10]=2)[CH2:13][C@:14]([C:26]2[CH:31]=[C:30]([NH:32][C:33]([C:35]3[CH:40]=[CH:39][C:38]([F:41])=[CH:37][N:36]=3)=[O:34])[CH:29]=[CH:28][C:27]=2[F:42])([CH3:25])[N:15]=1. The yield is 0.390. (3) The reactants are [CH2:1]([CH:8]1[CH2:12][O:11][C:10](=[O:13])[N:9]1[C:14](=[O:40])[CH2:15][C:16]1[CH:17]=[C:18]([C:30]2[CH:35]=[CH:34][C:33]([C:36]([F:39])([F:38])[F:37])=[CH:32][CH:31]=2)[CH:19]=[C:20]([O:22][CH2:23][C:24]2[CH:29]=[CH:28][CH:27]=[CH:26][CH:25]=2)[CH:21]=1)[C:2]1[CH:7]=[CH:6][CH:5]=[CH:4][CH:3]=1.C[Si]([N-][Si](C)(C)C)(C)C.[Na+].Br[CH2:52][C:53]([CH3:55])=[CH2:54]. The catalyst is C1COCC1. The product is [CH2:1]([CH:8]1[CH2:12][O:11][C:10](=[O:13])[N:9]1[C:14](=[O:40])[CH:15]([C:16]1[CH:17]=[C:18]([C:30]2[CH:31]=[CH:32][C:33]([C:36]([F:38])([F:39])[F:37])=[CH:34][CH:35]=2)[CH:19]=[C:20]([O:22][CH2:23][C:24]2[CH:29]=[CH:28][CH:27]=[CH:26][CH:25]=2)[CH:21]=1)[CH2:54][C:53]([CH3:55])=[CH2:52])[C:2]1[CH:3]=[CH:4][CH:5]=[CH:6][CH:7]=1. The yield is 0.950. (4) The product is [CH3:7][C:8]1[CH:9]=[CH:10][C:11]([CH2:12][N:13]2[C:21]3[C:16](=[CH:17][C:18]([C:22]4[CH:27]=[CH:26][C:25]([O:28][C:29]([F:31])([F:32])[F:30])=[CH:24][CH:23]=4)=[CH:19][CH:20]=3)[CH:15]=[C:14]2[CH2:33][OH:34])=[CH:38][CH:39]=1. The catalyst is C(OCC)C. The yield is 0.860. The reactants are [H-].[Al+3].[Li+].[H-].[H-].[H-].[CH3:7][C:8]1[CH:39]=[CH:38][C:11]([CH2:12][N:13]2[C:21]3[C:16](=[CH:17][C:18]([C:22]4[CH:27]=[CH:26][C:25]([O:28][C:29]([F:32])([F:31])[F:30])=[CH:24][CH:23]=4)=[CH:19][CH:20]=3)[CH:15]=[C:14]2[C:33](OCC)=[O:34])=[CH:10][CH:9]=1. (5) The reactants are [CH2:1]([O:3][C:4]1[N:5]([CH2:12][C:13]2[CH:18]=[CH:17][C:16]([C:19]3[C:20]([C:25]#[N:26])=[CH:21][CH:22]=[CH:23][CH:24]=3)=[CH:15][CH:14]=2)[C:6](=[O:11])[CH:7]=[C:8]([CH3:10])[N:9]=1)[CH3:2].C([O-])(=O)C.[Na+].[Br:32]Br. The catalyst is C(O)(=O)C.C(OCC)(=O)C. The product is [Br:32][C:7]1[C:6](=[O:11])[N:5]([CH2:12][C:13]2[CH:18]=[CH:17][C:16]([C:19]3[C:20]([C:25]#[N:26])=[CH:21][CH:22]=[CH:23][CH:24]=3)=[CH:15][CH:14]=2)[C:4]([O:3][CH2:1][CH3:2])=[N:9][C:8]=1[CH3:10]. The yield is 0.940.